This data is from Forward reaction prediction with 1.9M reactions from USPTO patents (1976-2016). The task is: Predict the product of the given reaction. Given the reactants O[C:2]1[C:3]([NH:24][C:25]([CH:27]2[CH2:29][CH2:28]2)=[O:26])=[CH:4][C:5]2[C@@:12]3([CH3:16])[C:13]([CH3:15])([CH3:14])[C@H:8]([N:9]([C:17](=[O:22])[C:18]([F:21])([F:20])[F:19])[CH2:10][CH2:11]3)[CH2:7][C:6]=2[CH:23]=1.C1(C)C=CC(S([O-])(=O)=O)=CC=1.[NH+]1C=CC=CC=1, predict the reaction product. The product is: [CH:27]1([C:25]2[O:26][C:2]3[C:3]([N:24]=2)=[CH:4][C:5]2[C@@:12]4([CH3:16])[C:13]([CH3:14])([CH3:15])[C@@H:8]([CH2:7][C:6]=2[CH:23]=3)[N:9]([C:17](=[O:22])[C:18]([F:21])([F:20])[F:19])[CH2:10][CH2:11]4)[CH2:28][CH2:29]1.